This data is from Forward reaction prediction with 1.9M reactions from USPTO patents (1976-2016). The task is: Predict the product of the given reaction. (1) Given the reactants [H-].[Al+3].[Li+].[H-].[H-].[H-].[Cl:7][C:8]1[CH:9]=[CH:10][C:11]2[NH:16][C:15](=O)[C@@H:14]([CH2:18][C:19](OC)=[O:20])[NH:13][C:12]=2[N:23]=1, predict the reaction product. The product is: [Cl:7][C:8]1[CH:9]=[CH:10][C:11]2[NH:16][CH2:15][C@@H:14]([CH2:18][CH2:19][OH:20])[NH:13][C:12]=2[N:23]=1. (2) Given the reactants [CH3:1][C:2]1[C:10]2[C:5](=[CH:6][CH:7]=[CH:8][C:9]=2[N+:11]([O-:13])=[O:12])[NH:4][N:3]=1.[OH-].[K+].Br[CH2:17][C:18]1[CH:23]=[CH:22][CH:21]=[CH:20][CH:19]=1, predict the reaction product. The product is: [CH2:17]([N:4]1[C:5]2[C:10](=[C:9]([N+:11]([O-:13])=[O:12])[CH:8]=[CH:7][CH:6]=2)[C:2]([CH3:1])=[N:3]1)[C:18]1[CH:23]=[CH:22][CH:21]=[CH:20][CH:19]=1.